From a dataset of Peptide-MHC class II binding affinity with 134,281 pairs from IEDB. Regression. Given a peptide amino acid sequence and an MHC pseudo amino acid sequence, predict their binding affinity value. This is MHC class II binding data. (1) The peptide sequence is AAAGAEAGKATTEEQ. The MHC is DRB1_0405 with pseudo-sequence DRB1_0405. The binding affinity (normalized) is 0. (2) The peptide sequence is SVQVRGELAAEEVEV. The MHC is DRB1_1101 with pseudo-sequence DRB1_1101. The binding affinity (normalized) is 0.359. (3) The peptide sequence is VQKGSDPKKLVL. The binding affinity (normalized) is 0. The MHC is DRB1_1101 with pseudo-sequence DRB1_1101. (4) The peptide sequence is KGGRKPARLIVFPDLGVRVC. The MHC is DRB1_0401 with pseudo-sequence DRB1_0401. The binding affinity (normalized) is 0.409. (5) The peptide sequence is IEEFGTGVFTTRVYMD. The MHC is DRB1_0901 with pseudo-sequence DRB1_0901. The binding affinity (normalized) is 0.514. (6) The peptide sequence is RSLSNKIKQKTKQIG. The MHC is HLA-DQA10501-DQB10302 with pseudo-sequence HLA-DQA10501-DQB10302. The binding affinity (normalized) is 0. (7) The peptide sequence is FVMMSAPPAEYKLQQ. The MHC is DRB1_1101 with pseudo-sequence DRB1_1101. The binding affinity (normalized) is 0.603.